This data is from Forward reaction prediction with 1.9M reactions from USPTO patents (1976-2016). The task is: Predict the product of the given reaction. (1) Given the reactants [C:1]([O:5][C:6](=[O:16])[NH:7][C:8]1[S:9][C:10]([CH2:13][CH2:14][NH2:15])=[CH:11][N:12]=1)([CH3:4])([CH3:3])[CH3:2].[O:17]1[CH2:22][CH2:21][CH:20]([CH:23]=O)[CH2:19][CH2:18]1.ClC(Cl)C.[BH-](OC(C)=O)(OC(C)=O)OC(C)=O.[Na+], predict the reaction product. The product is: [C:1]([O:5][C:6](=[O:16])[NH:7][C:8]1[S:9][C:10]([CH2:13][CH2:14][NH:15][CH2:23][CH:20]2[CH2:21][CH2:22][O:17][CH2:18][CH2:19]2)=[CH:11][N:12]=1)([CH3:4])([CH3:2])[CH3:3]. (2) Given the reactants [CH2:1]([NH:8][C:9]([NH:11][N:12]([CH2:14][C:15]([OH:17])=O)[CH3:13])=[O:10])[C:2]1[CH:7]=[CH:6][CH:5]=[CH:4][CH:3]=1.[NH2:18][C@H:19]([C:28]([N:30]([C@@H:42]([CH3:50])[CH:43]([O:47][CH2:48][CH3:49])[O:44][CH2:45][CH3:46])[CH2:31][C:32]1[CH:33]=[CH:34][CH:35]=[C:36]2[C:41]=1[N:40]=[CH:39][CH:38]=[CH:37]2)=[O:29])[CH2:20][C:21]([O:23][C:24]([CH3:27])([CH3:26])[CH3:25])=[O:22], predict the reaction product. The product is: [CH2:1]([NH:8][C:9]([NH:11][N:12]([CH2:14][C:15]([NH:18][C@H:19]([C:28]([N:30]([C@@H:42]([CH3:50])[CH:43]([O:47][CH2:48][CH3:49])[O:44][CH2:45][CH3:46])[CH2:31][C:32]1[CH:33]=[CH:34][CH:35]=[C:36]2[C:41]=1[N:40]=[CH:39][CH:38]=[CH:37]2)=[O:29])[CH2:20][C:21]([O:23][C:24]([CH3:25])([CH3:27])[CH3:26])=[O:22])=[O:17])[CH3:13])=[O:10])[C:2]1[CH:3]=[CH:4][CH:5]=[CH:6][CH:7]=1. (3) Given the reactants Cl[CH2:2][CH2:3][CH2:4][N:5]1[C:14]2[C:9](=[C:10]([CH3:15])[CH:11]=[CH:12][CH:13]=2)[CH2:8][CH2:7][C:6]1=[O:16].[CH2:17]([CH:21]1[CH2:26][CH2:25][NH:24][CH2:23][CH2:22]1)[CH2:18][CH2:19][CH3:20].C([O-])([O-])=O.[K+].[K+], predict the reaction product. The product is: [CH2:17]([CH:21]1[CH2:26][CH2:25][N:24]([CH2:2][CH2:3][CH2:4][N:5]2[C:14]3[C:9](=[C:10]([CH3:15])[CH:11]=[CH:12][CH:13]=3)[CH2:8][CH2:7][C:6]2=[O:16])[CH2:23][CH2:22]1)[CH2:18][CH2:19][CH3:20]. (4) Given the reactants [Br:1][C:2]1[CH:11]=[C:10]2[C:5]([C:6](=[O:12])[CH:7]=[CH:8][O:9]2)=[CH:4][CH:3]=1.[H-].C([Al+]CC(C)C)C(C)C, predict the reaction product. The product is: [Br:1][C:2]1[CH:11]=[C:10]2[C:5]([C:6](=[O:12])[CH2:7][CH2:8][O:9]2)=[CH:4][CH:3]=1. (5) Given the reactants [H-].[Na+].C(OP([CH2:11][C:12]([O:14][CH2:15][CH3:16])=[O:13])(OCC)=O)C.[C:17]([C:20]1[CH:25]=[CH:24][CH:23]=[CH:22][CH:21]=1)(=O)[CH3:18].[Cl-].[Na+], predict the reaction product. The product is: [C:20]1(/[C:17](/[CH3:18])=[CH:11]/[C:12]([O:14][CH2:15][CH3:16])=[O:13])[CH:25]=[CH:24][CH:23]=[CH:22][CH:21]=1.